From a dataset of Peptide-MHC class I binding affinity with 185,985 pairs from IEDB/IMGT. Regression. Given a peptide amino acid sequence and an MHC pseudo amino acid sequence, predict their binding affinity value. This is MHC class I binding data. (1) The peptide sequence is DTLKVGNTY. The MHC is HLA-A02:11 with pseudo-sequence HLA-A02:11. The binding affinity (normalized) is 0.0847. (2) The peptide sequence is FKVGWAWW. The MHC is Mamu-B52 with pseudo-sequence Mamu-B52. The binding affinity (normalized) is 0.426. (3) The peptide sequence is VILSPPINA. The MHC is HLA-A02:01 with pseudo-sequence HLA-A02:01. The binding affinity (normalized) is 0.374. (4) The peptide sequence is DAAARVTAIL. The binding affinity (normalized) is 0.495. The MHC is Patr-B1701 with pseudo-sequence YYSVYREIFTNTDVSNLYLTYYYYSFAALAYTWY. (5) The peptide sequence is YQAENSTAE. The MHC is HLA-A03:01 with pseudo-sequence HLA-A03:01. The binding affinity (normalized) is 0.0847. (6) The peptide sequence is TVLEFILQK. The MHC is HLA-B07:02 with pseudo-sequence HLA-B07:02. The binding affinity (normalized) is 0.0847. (7) The peptide sequence is IAMESIVIW. The MHC is HLA-A02:01 with pseudo-sequence HLA-A02:01. The binding affinity (normalized) is 0.226.